From a dataset of NCI-60 drug combinations with 297,098 pairs across 59 cell lines. Regression. Given two drug SMILES strings and cell line genomic features, predict the synergy score measuring deviation from expected non-interaction effect. (1) Drug 1: CS(=O)(=O)C1=CC(=C(C=C1)C(=O)NC2=CC(=C(C=C2)Cl)C3=CC=CC=N3)Cl. Drug 2: C1CC(=O)NC(=O)C1N2C(=O)C3=CC=CC=C3C2=O. Cell line: K-562. Synergy scores: CSS=14.0, Synergy_ZIP=2.59, Synergy_Bliss=7.46, Synergy_Loewe=4.64, Synergy_HSA=6.30. (2) Drug 1: C1CN(CCN1C(=O)CCBr)C(=O)CCBr. Drug 2: C(CN)CNCCSP(=O)(O)O. Cell line: COLO 205. Synergy scores: CSS=38.6, Synergy_ZIP=-5.10, Synergy_Bliss=-1.54, Synergy_Loewe=-14.4, Synergy_HSA=-1.73. (3) Drug 1: C1=CC(=CC=C1C#N)C(C2=CC=C(C=C2)C#N)N3C=NC=N3. Cell line: HT29. Drug 2: CC1=CC=C(C=C1)C2=CC(=NN2C3=CC=C(C=C3)S(=O)(=O)N)C(F)(F)F. Synergy scores: CSS=-14.0, Synergy_ZIP=10.8, Synergy_Bliss=14.7, Synergy_Loewe=-9.74, Synergy_HSA=-7.85. (4) Drug 1: CN(CCCl)CCCl.Cl. Drug 2: C1CCC(C(C1)N)N.C(=O)(C(=O)[O-])[O-].[Pt+4]. Cell line: HCC-2998. Synergy scores: CSS=41.3, Synergy_ZIP=-7.94, Synergy_Bliss=-9.05, Synergy_Loewe=-1.75, Synergy_HSA=0.136.